This data is from Peptide-MHC class I binding affinity with 185,985 pairs from IEDB/IMGT. The task is: Regression. Given a peptide amino acid sequence and an MHC pseudo amino acid sequence, predict their binding affinity value. This is MHC class I binding data. (1) The peptide sequence is MFKNFPFFK. The MHC is HLA-A26:01 with pseudo-sequence HLA-A26:01. The binding affinity (normalized) is 0.0847. (2) The binding affinity (normalized) is 0.185. The peptide sequence is IALLDTVAV. The MHC is H-2-Kb with pseudo-sequence H-2-Kb. (3) The peptide sequence is IPQSLDSYWTSL. The MHC is HLA-A24:02 with pseudo-sequence HLA-A24:02. The binding affinity (normalized) is 0.0509. (4) The peptide sequence is PRRKAKIIK. The MHC is Mamu-B08 with pseudo-sequence Mamu-B08. The binding affinity (normalized) is 0.369. (5) The peptide sequence is STMRRMALR. The MHC is HLA-B45:06 with pseudo-sequence HLA-B45:06. The binding affinity (normalized) is 0.213. (6) The peptide sequence is KQNKFGDSPL. The MHC is HLA-A02:02 with pseudo-sequence HLA-A02:02. The binding affinity (normalized) is 0.585. (7) The peptide sequence is QLAGYILTV. The MHC is HLA-A02:03 with pseudo-sequence HLA-A02:03. The binding affinity (normalized) is 1.00. (8) The peptide sequence is YMLKDSAPT. The MHC is HLA-A02:11 with pseudo-sequence HLA-A02:11. The binding affinity (normalized) is 0.787.